From a dataset of Forward reaction prediction with 1.9M reactions from USPTO patents (1976-2016). Predict the product of the given reaction. (1) The product is: [N:33]1([CH:39]2[CH2:44][CH2:43][N:42]([C:45]3[CH:50]=[CH:49][C:48]([NH:51][C:2]4[N:7]=[C:6]([C:8]5[S:12][C:11]([CH2:13][CH3:14])=[N:10][C:9]=5[C:15]5[CH:16]=[C:17]([NH:21][C:22](=[O:31])[C:23]6[C:28]([F:29])=[CH:27][CH:26]=[CH:25][C:24]=6[F:30])[CH:18]=[CH:19][CH:20]=5)[CH:5]=[CH:4][N:3]=4)=[CH:47][C:46]=3[F:52])[CH2:41][CH2:40]2)[CH2:38][CH2:37][CH2:36][CH2:35][CH2:34]1. Given the reactants Cl[C:2]1[N:7]=[C:6]([C:8]2[S:12][C:11]([CH2:13][CH3:14])=[N:10][C:9]=2[C:15]2[CH:16]=[C:17]([NH:21][C:22](=[O:31])[C:23]3[C:28]([F:29])=[CH:27][CH:26]=[CH:25][C:24]=3[F:30])[CH:18]=[CH:19][CH:20]=2)[CH:5]=[CH:4][N:3]=1.Cl.[N:33]1([CH:39]2[CH2:44][CH2:43][N:42]([C:45]3[CH:50]=[CH:49][C:48]([NH2:51])=[CH:47][C:46]=3[F:52])[CH2:41][CH2:40]2)[CH2:38][CH2:37][CH2:36][CH2:35][CH2:34]1.CC(O)C.Cl, predict the reaction product. (2) Given the reactants [C:1]([O:4][C@@H:5]1[C@@H:10]([O:11][C:12](=[O:14])[CH3:13])[C@@H:9]([O:15][C:16](=[O:18])[CH3:17])[C@@H:8]([CH2:19][O:20][C:21](=[O:23])[CH3:22])[O:7][C@H:6]1[O:24][C:25]1[C:29]([CH2:30][C:31]2[CH:36]=[CH:35][C:34]([CH2:37][CH2:38][CH2:39][C:40](=[O:48])[NH:41][C:42]([C:45](O)=[O:46])([CH3:44])[CH3:43])=[CH:33][CH:32]=2)=[C:28]([CH:49]([CH3:51])[CH3:50])[NH:27][N:26]=1)(=[O:3])[CH3:2].[CH2:52]([O:59][C:60]([N:62]1[CH2:67][CH2:66][NH:65][CH2:64][CH2:63]1)=[O:61])[C:53]1[CH:58]=[CH:57][CH:56]=[CH:55][CH:54]=1.ON1C2C=CC=CC=2N=N1.Cl.C(N=C=NCCCN(C)C)C, predict the reaction product. The product is: [C:1]([O:4][C@@H:5]1[C@@H:10]([O:11][C:12](=[O:14])[CH3:13])[C@@H:9]([O:15][C:16](=[O:18])[CH3:17])[C@@H:8]([CH2:19][O:20][C:21](=[O:23])[CH3:22])[O:7][C@H:6]1[O:24][C:25]1[C:29]([CH2:30][C:31]2[CH:36]=[CH:35][C:34]([CH2:37][CH2:38][CH2:39][C:40](=[O:48])[NH:41][C:42]([C:45]([N:65]3[CH2:66][CH2:67][N:62]([C:60]([O:59][CH2:52][C:53]4[CH:58]=[CH:57][CH:56]=[CH:55][CH:54]=4)=[O:61])[CH2:63][CH2:64]3)=[O:46])([CH3:44])[CH3:43])=[CH:33][CH:32]=2)=[C:28]([CH:49]([CH3:51])[CH3:50])[NH:27][N:26]=1)(=[O:3])[CH3:2]. (3) Given the reactants [CH3:1][O:2][C:3]1[CH:4]=[C:5]([C:11]2[CH:12]=[CH:13][C:14]3[N:15]([C:17]([C:21]4[CH:26]=[CH:25][C:24](I)=[CH:23][CH:22]=4)=[C:18]([CH3:20])[N:19]=3)[N:16]=2)[CH:6]=[CH:7][C:8]=1[O:9][CH3:10].[CH3:28][N:29]1[CH2:34][CH2:33][NH:32][CH2:31][CH2:30]1.C([O-])([O-])=O.[K+].[K+].N1CCC[C@H]1C(O)=O, predict the reaction product. The product is: [CH3:1][O:2][C:3]1[CH:4]=[C:5]([C:11]2[CH:12]=[CH:13][C:14]3[N:15]([C:17]([C:21]4[CH:26]=[CH:25][C:24]([N:32]5[CH2:33][CH2:34][N:29]([CH3:28])[CH2:30][CH2:31]5)=[CH:23][CH:22]=4)=[C:18]([CH3:20])[N:19]=3)[N:16]=2)[CH:6]=[CH:7][C:8]=1[O:9][CH3:10]. (4) The product is: [C:1]([O:5][C:6](=[O:21])[NH:7][C:8]1[CH:13]=[C:12]([N:14]([CH3:18])[CH2:15][CH2:16][CH3:17])[C:11]([Cl:19])=[CH:10][C:9]=1[NH:20][C:27](=[O:26])[CH2:28][C:29](=[O:49])[C:30]1[CH:35]=[CH:34][CH:33]=[C:32]([N:36]2[C:40]([CH2:41][O:42][CH:43]3[CH2:48][CH2:47][CH2:46][CH2:45][O:44]3)=[CH:39][N:38]=[N:37]2)[CH:31]=1)([CH3:2])([CH3:3])[CH3:4]. Given the reactants [C:1]([O:5][C:6](=[O:21])[NH:7][C:8]1[CH:13]=[C:12]([N:14]([CH3:18])[CH2:15][CH2:16][CH3:17])[C:11]([Cl:19])=[CH:10][C:9]=1[NH2:20])([CH3:4])([CH3:3])[CH3:2].C([O:26][C:27](=O)[CH2:28][C:29](=[O:49])[C:30]1[CH:35]=[CH:34][CH:33]=[C:32]([N:36]2[C:40]([CH2:41][O:42][CH:43]3[CH2:48][CH2:47][CH2:46][CH2:45][O:44]3)=[CH:39][N:38]=[N:37]2)[CH:31]=1)(C)(C)C, predict the reaction product. (5) Given the reactants [CH2:1]([C:5]1([CH2:41][CH2:42][CH2:43][CH3:44])[C:17]2[CH:16]=[C:15]([C:18]#[C:19][C:20]3[CH:25]=[CH:24][C:23]([N:26]([CH2:33][CH2:34][CH2:35][CH2:36][CH2:37][CH3:38])[CH2:27][CH2:28][CH2:29][CH2:30][CH2:31][CH3:32])=[CH:22][CH:21]=3)[CH:14]=[CH:13][C:12]=2[C:11]2[C:6]1=[CH:7][C:8]([C:39]#[CH:40])=[CH:9][CH:10]=2)[CH2:2][CH2:3][CH3:4].C([N:47]([C:58]1[CH:63]=[CH:62][C:61](I)=[CH:60][CH:59]=1)[CH2:48][CH2:49][O:50][C:51]1[CH:56]=[CH:55][C:54]([OH:57])=[CH:53][CH:52]=1)C.[C:65]1(C)C=CC=C[CH:66]=1.CCN(CC)CC, predict the reaction product. The product is: [CH2:41]([C:5]1([CH2:1][CH2:2][CH2:3][CH3:4])[C:6]2[CH:7]=[C:8]([C:39]#[C:40][C:59]3[CH:60]=[CH:61][C:62]([CH2:63][CH2:58][NH:47][CH2:48][CH2:49][O:50][C:51]4[CH:52]=[CH:53][C:54]([OH:57])=[CH:55][CH:56]=4)=[CH:66][CH:65]=3)[CH:9]=[CH:10][C:11]=2[C:12]2[C:17]1=[CH:16][C:15]([C:18]#[C:19][C:20]1[CH:21]=[CH:22][C:23]([N:26]([CH2:27][CH2:28][CH2:29][CH2:30][CH2:31][CH3:32])[CH2:33][CH2:34][CH2:35][CH2:36][CH2:37][CH3:38])=[CH:24][CH:25]=1)=[CH:14][CH:13]=2)[CH2:42][CH2:43][CH3:44]. (6) Given the reactants C[O:2][C:3](=[O:29])[CH2:4][C:5]1[CH:14]=[CH:13][C:12]([Cl:15])=[C:11]2[C:6]=1[C:7]([CH3:28])=[C:8]([CH2:17][C:18]1[CH:23]=[CH:22][C:21]([S:24]([CH3:27])(=[O:26])=[O:25])=[CH:20][CH:19]=1)[C:9]([CH3:16])=[N:10]2.CO.[OH-].[Na+], predict the reaction product. The product is: [Cl:15][C:12]1[CH:13]=[CH:14][C:5]([CH2:4][C:3]([OH:29])=[O:2])=[C:6]2[C:11]=1[N:10]=[C:9]([CH3:16])[C:8]([CH2:17][C:18]1[CH:19]=[CH:20][C:21]([S:24]([CH3:27])(=[O:25])=[O:26])=[CH:22][CH:23]=1)=[C:7]2[CH3:28]. (7) Given the reactants [N:1]1([C:7]([O:9][C:10]([CH3:13])([CH3:12])[CH3:11])=[O:8])[CH2:6][CH2:5][NH:4][CH2:3][CH2:2]1.[Cl:14][C:15]1[CH:20]=[N:19][CH:18]=[C:17](Cl)[N:16]=1.CCN(C(C)C)C(C)C, predict the reaction product. The product is: [Cl:14][C:15]1[N:16]=[C:17]([N:4]2[CH2:5][CH2:6][N:1]([C:7]([O:9][C:10]([CH3:13])([CH3:12])[CH3:11])=[O:8])[CH2:2][CH2:3]2)[CH:18]=[N:19][CH:20]=1.